This data is from Full USPTO retrosynthesis dataset with 1.9M reactions from patents (1976-2016). The task is: Predict the reactants needed to synthesize the given product. (1) Given the product [CH3:3][S:4]([C:5]1[CH:10]=[CH:9][C:8]([OH:11])=[CH:7][CH:6]=1)=[O:14].[CH3:3][S:4]([C:5]1[CH:10]=[CH:9][C:8]([OH:11])=[CH:7][CH:6]=1)(=[O:12])=[O:1], predict the reactants needed to synthesize it. The reactants are: [OH-:1].[Na+].[CH3:3][S:4][C:5]1[CH:10]=[CH:9][C:8]([OH:11])=[CH:7][CH:6]=1.[OH:12]O.[OH:14]S([O-])=O.[Na+]. (2) Given the product [Cl:33][C:30]1[CH:31]=[CH:32][C:27]([S:24]([NH:23][C:22]2[C:17]([C:15]([C:14]3[C:9]4[CH:8]=[CH:7][NH:6][C:10]=4[N:11]=[CH:12][CH:13]=3)=[O:16])=[N:18][C:19]([CH3:42])=[C:20]([Cl:41])[CH:21]=2)(=[O:25])=[O:26])=[CH:28][C:29]=1[C:34]([F:37])([F:36])[F:35], predict the reactants needed to synthesize it. The reactants are: C([Si](C)(C)[N:6]1[C:10]2[N:11]=[CH:12][CH:13]=[C:14]([C:15]([C:17]3[C:22]([N:23](COC)[S:24]([C:27]4[CH:32]=[CH:31][C:30]([Cl:33])=[C:29]([C:34]([F:37])([F:36])[F:35])[CH:28]=4)(=[O:26])=[O:25])=[CH:21][C:20]([Cl:41])=[C:19]([CH3:42])[N:18]=3)=[O:16])[C:9]=2[CH:8]=[CH:7]1)(C)(C)C.